This data is from Forward reaction prediction with 1.9M reactions from USPTO patents (1976-2016). The task is: Predict the product of the given reaction. The product is: [Cl:23][C:17]1[CH:18]=[C:19]([O:22][CH2:29][CH2:28][CH2:27][O:26][CH3:25])[CH:20]=[CH:21][C:16]=1[CH2:15][O:14][C:12]1[CH:11]=[CH:10][C:9]2[CH:5]([CH2:4][C:3]([OH:2])=[O:24])[CH2:6][O:7][C:8]=2[CH:13]=1. Given the reactants C[O:2][C:3](=[O:24])[CH2:4][CH:5]1[C:9]2[CH:10]=[CH:11][C:12]([O:14][CH2:15][C:16]3[CH:21]=[CH:20][C:19]([OH:22])=[CH:18][C:17]=3[Cl:23])=[CH:13][C:8]=2[O:7][CH2:6]1.[CH3:25][O:26][CH2:27][CH2:28][CH2:29]O.C(P(CCCC)CCCC)CCC.C1CCN(C(N=NC(N2CCCCC2)=O)=O)CC1, predict the reaction product.